From a dataset of Forward reaction prediction with 1.9M reactions from USPTO patents (1976-2016). Predict the product of the given reaction. The product is: [Br:1][C:2]1[CH:3]=[N:4][N:5]([C:7]2[CH:12]=[CH:11][N:10]=[CH:9][C:8]=2[N:21]2[CH2:22][CH2:23][CH:18]([C:16]([N:15]([CH3:24])[CH3:14])=[O:17])[CH2:19][CH2:20]2)[CH:6]=1. Given the reactants [Br:1][C:2]1[CH:3]=[N:4][N:5]([C:7]2[CH:12]=[CH:11][N:10]=[CH:9][C:8]=2F)[CH:6]=1.[CH3:14][N:15]([CH3:24])[C:16]([CH:18]1[CH2:23][CH2:22][NH:21][CH2:20][CH2:19]1)=[O:17].C(=O)([O-])[O-].[K+].[K+].CN1C(=O)CCC1, predict the reaction product.